From a dataset of Full USPTO retrosynthesis dataset with 1.9M reactions from patents (1976-2016). Predict the reactants needed to synthesize the given product. (1) Given the product [CH2:1]([O:3][C:4]([C:6]1([C:9]2[CH:10]=[CH:11][C:12]([C:15]3[CH:20]=[CH:19][C:18]([C:21]4[O:25][N:24]=[C:23]([CH3:26])[C:22]=4[CH2:27][CH2:28][N:29]([C:37](=[O:39])[CH3:38])[CH2:30][C:31]4[CH:36]=[CH:35][CH:34]=[CH:33][CH:32]=4)=[CH:17][CH:16]=3)=[CH:13][CH:14]=2)[CH2:7][CH2:8]1)=[O:5])[CH3:2], predict the reactants needed to synthesize it. The reactants are: [CH2:1]([O:3][C:4]([C:6]1([C:9]2[CH:14]=[CH:13][C:12]([C:15]3[CH:20]=[CH:19][C:18]([C:21]4[O:25][N:24]=[C:23]([CH3:26])[C:22]=4[CH2:27][CH2:28][NH:29][CH2:30][C:31]4[CH:36]=[CH:35][CH:34]=[CH:33][CH:32]=4)=[CH:17][CH:16]=3)=[CH:11][CH:10]=2)[CH2:8][CH2:7]1)=[O:5])[CH3:2].[C:37](Cl)(=[O:39])[CH3:38]. (2) Given the product [Cl:1][C:2]1[N:3]=[C:4]([N:11]2[CH2:16][CH2:15][O:14][CH2:13][CH2:12]2)[C:5]2[S:10][C:9]([Cl:17])=[CH:8][C:6]=2[N:7]=1, predict the reactants needed to synthesize it. The reactants are: [Cl:1][C:2]1[N:3]=[C:4]([N:11]2[CH2:16][CH2:15][O:14][CH2:13][CH2:12]2)[C:5]2[S:10][CH:9]=[CH:8][C:6]=2[N:7]=1.[Cl:17]N1C(=O)CCC1=O.